Dataset: Forward reaction prediction with 1.9M reactions from USPTO patents (1976-2016). Task: Predict the product of the given reaction. (1) Given the reactants [Cl:1][C:2]1[CH:3]=[C:4]([CH:8]([OH:27])[CH:9]([CH2:15][C:16]2[CH:21]=[CH:20][C:19]([C:22]([CH2:25][CH3:26])([CH3:24])[CH3:23])=[CH:18][CH:17]=2)[C:10]([O:12]CC)=[O:11])[CH:5]=[CH:6][CH:7]=1.[OH-].[Na+].CO.O, predict the reaction product. The product is: [Cl:1][C:2]1[CH:3]=[C:4]([CH:8]([OH:27])[CH:9]([CH2:15][C:16]2[CH:17]=[CH:18][C:19]([C:22]([CH2:25][CH3:26])([CH3:23])[CH3:24])=[CH:20][CH:21]=2)[C:10]([OH:12])=[O:11])[CH:5]=[CH:6][CH:7]=1. (2) Given the reactants C(S(O)(=O)=O)(F)(F)F.[OH:9][C:10]1[CH:17]=[CH:16][CH:15]=[CH:14][C:11]=1[C:12]#[N:13].C1C(=O)N([I:25])C(=O)C1, predict the reaction product. The product is: [OH:9][C:10]1[CH:17]=[CH:16][C:15]([I:25])=[CH:14][C:11]=1[C:12]#[N:13]. (3) Given the reactants C(OC([N:8]([C:13]1[CH:14]=[C:15]([C:21]2[CH:22]=[C:23]3[C:29](I)=[CH:28][N:27]([C:31]([O:33][C:34]([CH3:37])([CH3:36])[CH3:35])=[O:32])[C:24]3=[N:25][CH:26]=2)[CH:16]=[N:17][C:18]=1[O:19][CH3:20])[S:9]([CH3:12])(=[O:11])=[O:10])=O)(C)(C)C.[F:38][C:39]1[CH:40]=[C:41]([CH:59]=[CH:60][CH:61]=1)[CH2:42][N:43]1[C:47]([CH3:48])=[C:46](B2OC(C)(C)C(C)(C)O2)[C:45]([CH3:58])=[N:44]1.C(=O)([O-])[O-].[Na+].[Na+], predict the reaction product. The product is: [F:38][C:39]1[CH:40]=[C:41]([CH:59]=[CH:60][CH:61]=1)[CH2:42][N:43]1[C:47]([CH3:48])=[C:46]([C:29]2[C:23]3[C:24](=[N:25][CH:26]=[C:21]([C:15]4[CH:16]=[N:17][C:18]([O:19][CH3:20])=[C:13]([NH:8][S:9]([CH3:12])(=[O:11])=[O:10])[CH:14]=4)[CH:22]=3)[N:27]([C:31]([O:33][C:34]([CH3:37])([CH3:36])[CH3:35])=[O:32])[CH:28]=2)[C:45]([CH3:58])=[N:44]1. (4) Given the reactants [CH2:1]([O:3][C:4]([C:6]1[CH:7]=[C:8]2[C:13](=[CH:14][CH:15]=1)[NH:12][CH:11]([C:16]1[CH:17]=[N:18][CH:19]=[C:20]([Br:22])[CH:21]=1)[C:10]([CH3:24])([CH3:23])[CH:9]2O)=[O:5])[CH3:2].FC(F)(F)C(O)=O, predict the reaction product. The product is: [CH2:1]([O:3][C:4]([C:6]1[CH:7]=[C:8]2[C:13](=[CH:14][CH:15]=1)[NH:12][CH:11]([C:16]1[CH:17]=[N:18][CH:19]=[C:20]([Br:22])[CH:21]=1)[C:10]([CH3:23])([CH3:24])[CH2:9]2)=[O:5])[CH3:2]. (5) Given the reactants [CH3:1][O:2][C:3]1[CH:17]=[CH:16][C:6]([CH2:7][N:8]2[C:13](=O)[CH2:12][CH2:11][CH2:10][C:9]2=[O:15])=[CH:5][CH:4]=1.CCC(C)[BH-](C(C)CC)C(C)CC.[Li+].CCN(C(C)C)C(C)C.C(OC(C(F)(F)F)=O)(C(F)(F)F)=O, predict the reaction product. The product is: [CH3:1][O:2][C:3]1[CH:4]=[CH:5][C:6]([CH2:7][N:8]2[CH:13]=[CH:12][CH2:11][CH2:10][C:9]2=[O:15])=[CH:16][CH:17]=1.